From a dataset of Reaction yield outcomes from USPTO patents with 853,638 reactions. Predict the reaction yield, written as a fraction of the theoretical maximum amount of product (1.0 means a 100% yield; for example, 0.34 means a 34% yield). The reactants are [C:1]1([C:30]2[CH:35]=[CH:34][CH:33]=[CH:32][CH:31]=2)[CH:6]=[CH:5][CH:4]=[CH:3][C:2]=1[NH:7][C:8]([O:10][CH:11]1[CH2:16][CH2:15][N:14]([CH2:17][CH2:18][C:19]([N:21]([CH3:29])[CH2:22][CH2:23][CH2:24][CH2:25]C(O)=O)=[O:20])[CH2:13][CH2:12]1)=[O:9].[NH2:36][C:37]1[C:42]([CH3:43])=[CH:41][C:40]([CH2:44][OH:45])=[C:39]([CH3:46])[CH:38]=1.C(N(CC)C(C)C)(C)C.CCN=C=NCCCN(C)C.Cl.C(=O)(O)[O-:69].[Na+]. The catalyst is C(Cl)Cl. The product is [OH:45][CH2:44][C:40]1[C:39]([CH3:46])=[CH:38][C:37]([NH:36][C:25]([CH2:24][CH2:23][CH2:22][N:21]([CH3:29])[C:19]([CH2:18][CH2:17][N:14]2[CH2:13][CH2:12][CH:11]([O:10][C:8](=[O:9])[NH:7][C:2]3[CH:3]=[CH:4][CH:5]=[CH:6][C:1]=3[C:30]3[CH:35]=[CH:34][CH:33]=[CH:32][CH:31]=3)[CH2:16][CH2:15]2)=[O:20])=[O:69])=[C:42]([CH3:43])[CH:41]=1. The yield is 0.310.